This data is from Full USPTO retrosynthesis dataset with 1.9M reactions from patents (1976-2016). The task is: Predict the reactants needed to synthesize the given product. (1) Given the product [CH3:59][O:38][C:37]([C:36]1[CH:40]=[CH:41][C:33]([C:20]2[C:21]([CH3:31])([CH3:32])[C@H:22]3[C@:17]([CH3:42])([CH2:18][CH:19]=2)[C@@H:16]2[C@:25]([CH3:30])([C@@:26]4([CH3:29])[C@H:13]([CH2:14][CH2:15]2)[C@H:12]2[C@H:43]([C:46]([CH2:48][O:49][CH2:50][CH2:51][N:52]5[CH2:53][CH2:54][O:55][CH2:56][CH2:57]5)=[CH2:47])[CH2:44][CH2:45][C@:11]2([C:9]([O:8][CH2:1][C:2]2[CH:7]=[CH:6][CH:5]=[CH:4][CH:3]=2)=[O:10])[CH2:28][CH2:27]4)[CH2:24][CH2:23]3)=[CH:34][CH:35]=1)=[O:39], predict the reactants needed to synthesize it. The reactants are: [CH2:1]([O:8][C:9]([C@:11]12[CH2:45][CH2:44][C@@H:43]([C:46]([CH2:48][O:49][CH2:50][CH2:51][N:52]3[CH2:57][CH2:56][O:55][CH2:54][CH2:53]3)=[CH2:47])[C@@H:12]1[C@@H:13]1[C@@:26]([CH3:29])([CH2:27][CH2:28]2)[C@@:25]2([CH3:30])[C@@H:16]([C@:17]3([CH3:42])[C@@H:22]([CH2:23][CH2:24]2)[C:21]([CH3:32])([CH3:31])[C:20]([C:33]2[CH:41]=[CH:40][C:36]([C:37]([OH:39])=[O:38])=[CH:35][CH:34]=2)=[CH:19][CH2:18]3)[CH2:15][CH2:14]1)=[O:10])[C:2]1[CH:7]=[CH:6][CH:5]=[CH:4][CH:3]=1.[Si](C=[N+]=[N-])(C)(C)[CH3:59]. (2) Given the product [NH2:15][C:16]1[N:21]=[CH:20][C:19](/[CH:22]=[CH:23]/[C:24]([N:12]([CH2:11][C:4]2[C:5]3[C:10](=[CH:9][CH:8]=[CH:7][CH:6]=3)[N:2]([CH3:1])[C:3]=2[CH3:14])[CH3:13])=[O:26])=[CH:18][CH:17]=1, predict the reactants needed to synthesize it. The reactants are: [CH3:1][N:2]1[C:10]2[C:5](=[CH:6][CH:7]=[CH:8][CH:9]=2)[C:4]([CH2:11][NH:12][CH3:13])=[C:3]1[CH3:14].[NH2:15][C:16]1[N:21]=[CH:20][C:19](/[CH:22]=[CH:23]/[C:24]([OH:26])=O)=[CH:18][CH:17]=1.CCN(CC)CC.C1C=CC2N(O)N=NC=2C=1.O.C(Cl)CCl. (3) Given the product [N:1]1[CH:6]=[C:5]([CH2:7][CH2:8][OH:9])[CH:4]=[N:3][CH:2]=1, predict the reactants needed to synthesize it. The reactants are: [N:1]1[CH:6]=[C:5]([CH2:7][C:8](OCC)=[O:9])[CH:4]=[N:3][CH:2]=1.[BH4-].[Na+]. (4) Given the product [F:27][C:28]1[CH:29]=[CH:30][C:31]([C:34]2[NH:38][C:37]([S:39]([CH3:42])(=[O:41])=[O:40])=[N:36][C:35]=2[C:43]([NH:26][C:21]2[CH:22]=[CH:23][C:24]([CH3:25])=[C:19]([C:18]#[C:17][C:10]3[N:11]4[N:12]=[CH:13][CH:14]=[CH:15][C:16]4=[N:8][CH:9]=3)[CH:20]=2)=[O:44])=[CH:32][CH:33]=1, predict the reactants needed to synthesize it. The reactants are: OC(C(F)(F)F)=O.[N:8]1[CH:9]=[C:10]([C:17]#[C:18][C:19]2[CH:20]=[C:21]([NH2:26])[CH:22]=[CH:23][C:24]=2[CH3:25])[N:11]2[C:16]=1[CH:15]=[CH:14][CH:13]=[N:12]2.[F:27][C:28]1[CH:33]=[CH:32][C:31]([C:34]2[NH:38][C:37]([S:39]([CH3:42])(=[O:41])=[O:40])=[N:36][C:35]=2[C:43](O)=[O:44])=[CH:30][CH:29]=1.CN(C(ON1N=NC2C=CC=NC1=2)=[N+](C)C)C.F[P-](F)(F)(F)(F)F.CCN(C(C)C)C(C)C. (5) Given the product [Br:1][C:2]1[C:14]([F:15])=[CH:13][C:12]([C:16](=[O:17])[NH2:34])=[C:11]2[C:3]=1[C:4]1[CH2:5][CH2:6][CH:7]([C:19]([O:21][CH2:22][CH3:23])=[O:20])[CH2:8][C:9]=1[NH:10]2, predict the reactants needed to synthesize it. The reactants are: [Br:1][C:2]1[C:14]([F:15])=[CH:13][C:12]([C:16](O)=[O:17])=[C:11]2[C:3]=1[C:4]1[CH2:5][CH2:6][CH:7]([C:19]([O:21][CH2:22][CH3:23])=[O:20])[CH2:8][C:9]=1[NH:10]2.C(Cl)CCl.C1C=CC2N(O)N=[N:34]C=2C=1.[OH-].[NH4+]. (6) The reactants are: [C:1]([O:5][C:6](=[O:20])[NH:7][C:8]1[CH:13]=[C:12]([Cl:14])[C:11]([C:15]([F:18])([F:17])[F:16])=[CH:10][C:9]=1[NH2:19])([CH3:4])([CH3:3])[CH3:2].C([O:25][C:26](=O)[CH2:27][C:28](=[O:48])[C:29]1[CH:34]=[CH:33][CH:32]=[C:31]([N:35]2[C:39]([CH2:40][O:41][CH:42]3[CH2:47][CH2:46][CH2:45][CH2:44][O:43]3)=[N:38][CH:37]=[N:36]2)[CH:30]=1)(C)(C)C. Given the product [C:1]([O:5][C:6](=[O:20])[NH:7][C:8]1[CH:13]=[C:12]([Cl:14])[C:11]([C:15]([F:17])([F:18])[F:16])=[CH:10][C:9]=1[NH:19][C:26](=[O:25])[CH2:27][C:28](=[O:48])[C:29]1[CH:34]=[CH:33][CH:32]=[C:31]([N:35]2[C:39]([CH2:40][O:41][CH:42]3[CH2:47][CH2:46][CH2:45][CH2:44][O:43]3)=[N:38][CH:37]=[N:36]2)[CH:30]=1)([CH3:4])([CH3:2])[CH3:3], predict the reactants needed to synthesize it. (7) Given the product [OH:29][CH2:28][CH:24]1[CH2:25][CH2:26][CH2:27][N:23]1[CH2:22][C:19]1[CH:20]=[CH:21][C:16]([NH:15][CH:14]=[C:5]2[C:4]3[C:9](=[CH:10][CH:11]=[C:2]([C:49]4[S:48][CH:52]=[CH:51][CH:50]=4)[CH:3]=3)[C:8](=[O:12])[NH:7][C:6]2=[O:13])=[CH:17][CH:18]=1, predict the reactants needed to synthesize it. The reactants are: Br[C:2]1[CH:3]=[C:4]2[C:9](=[CH:10][CH:11]=1)[C:8](=[O:12])[NH:7][C:6](=[O:13])[C:5]2=[CH:14][NH:15][C:16]1[CH:21]=[CH:20][C:19]([CH2:22][N:23]2[CH2:27][CH2:26][CH2:25][CH:24]2[CH2:28][OH:29])=[CH:18][CH:17]=1.C(Cl)(Cl)Cl.P(C(C)(C)C)(C(C)(C)C)C(C)(C)C.[Cl-].[S:48]1[CH:52]=[CH:51][CH:50]=[C:49]1[Zn+].